The task is: Binary Classification. Given a drug SMILES string, predict its activity (active/inactive) in a high-throughput screening assay against a specified biological target.. This data is from HIV replication inhibition screening data with 41,000+ compounds from the AIDS Antiviral Screen. (1) The compound is Clc1cc2nc[nH]c2cc1Cl. The result is 0 (inactive). (2) The molecule is O=[N+]([O-])c1ccc(C2CC(c3ccccc3Cl)=Nc3ccccc3S2=O)cc1. The result is 0 (inactive). (3) The compound is Cc1ccc(-c2c(C#N)c(-c3ccccc3)c(C#N)c(=O)n2NS(=O)(=O)c2ccc(C)cc2)cc1. The result is 0 (inactive). (4) The molecule is O=C(C(=Cc1ccccc1)C(=O)c1ccccc1)c1ccccc1. The result is 0 (inactive). (5) The compound is CCN(CC)CCCC(C)Nc1ccnc2ccc3nn(C)nc3c12.O=P(O)(O)O. The result is 0 (inactive). (6) The compound is O=[N+]([O-])c1ccc(C[N+]23CCN(CC2)CC3)cc1. The result is 0 (inactive). (7) The compound is Cc1cc(N(CCC#N)CCC#N)ccc1N=Nc1cc(Cl)ccc1Cl. The result is 0 (inactive). (8) The molecule is NC(=O)CCC1NCC(C(O)C(O)C(O)CO)OC1=O. The result is 0 (inactive). (9) The molecule is O=C1c2ccccc2C(=O)N1N=Cc1ccc(Br)cc1. The result is 0 (inactive). (10) The molecule is Nc1c2ccccc2nc2ccc(C(=O)Nc3ccc(S(N)(=O)=O)cc3)cc12. The result is 0 (inactive).